Predict the reaction yield, written as a fraction of the theoretical maximum amount of product (1.0 means a 100% yield; for example, 0.34 means a 34% yield). From a dataset of Reaction yield outcomes from USPTO patents with 853,638 reactions. The reactants are [NH2:1][CH2:2][C@H:3]1[CH2:7][C@@H:6]([NH:8][S:9]([C:12]2[CH:17]=[C:16]([O:18][CH3:19])[CH:15]=[CH:14][C:13]=2[O:20][CH3:21])(=[O:11])=[O:10])[CH2:5][N:4]1[C:22]([O:24][C:25]([CH3:28])([CH3:27])[CH3:26])=[O:23].Cl[C:30]([O:32][C:33]1[CH:38]=[CH:37][CH:36]=[CH:35][CH:34]=1)=[O:31]. The catalyst is C1COCC1.C(Cl)Cl. The product is [CH3:21][O:20][C:13]1[CH:14]=[CH:15][C:16]([O:18][CH3:19])=[CH:17][C:12]=1[S:9]([NH:8][C@H:6]1[CH2:5][N:4]([C:22]([O:24][C:25]([CH3:28])([CH3:27])[CH3:26])=[O:23])[C@@H:3]([CH2:2][NH:1][C:30]([O:32][C:33]2[CH:38]=[CH:37][CH:36]=[CH:35][CH:34]=2)=[O:31])[CH2:7]1)(=[O:11])=[O:10]. The yield is 0.750.